From a dataset of Reaction yield outcomes from USPTO patents with 853,638 reactions. Predict the reaction yield, written as a fraction of the theoretical maximum amount of product (1.0 means a 100% yield; for example, 0.34 means a 34% yield). (1) The reactants are O[CH2:2][C:3]1[CH:16]=[N:15][C:6]2[C:7]3[N:8]([CH:12]=[CH:13][CH:14]=3)[C:9](=[O:11])[NH:10][C:5]=2[CH:4]=1.Cl.Cl.[CH3:19][NH:20][C:21](=[O:35])[C:22]1[CH:27]=[CH:26][C:25]([N:28]2[CH2:33][CH2:32][NH:31][CH2:30][CH2:29]2)=[C:24]([CH3:34])[CH:23]=1.[I-].C(C[P+](C)(C)C)#N.C(N(C(C)C)C(C)C)C. The catalyst is C(#N)CC. The product is [CH3:19][NH:20][C:21](=[O:35])[C:22]1[CH:27]=[CH:26][C:25]([N:28]2[CH2:33][CH2:32][N:31]([CH2:2][C:3]3[CH:16]=[N:15][C:6]4[C:7]5[N:8]([CH:12]=[CH:13][CH:14]=5)[C:9](=[O:11])[NH:10][C:5]=4[CH:4]=3)[CH2:30][CH2:29]2)=[C:24]([CH3:34])[CH:23]=1. The yield is 0.396. (2) The reactants are [CH3:1][S:2][CH:3]([C:5]1[CH:6]=[CH:7][C:8]([C:11]([F:17])([F:16])[C:12]([F:15])([F:14])[F:13])=[N:9][CH:10]=1)[CH3:4].[N:18]#[C:19][NH2:20].C(O)(=O)C.C(O)(=O)C.IC1C=CC=CC=1. The catalyst is C1COCC1. The product is [F:16][C:11]([F:17])([C:8]1[N:9]=[CH:10][C:5]([CH:3]([S:2]([CH3:1])=[N:20][C:19]#[N:18])[CH3:4])=[CH:6][CH:7]=1)[C:12]([F:13])([F:14])[F:15]. The yield is 0.850. (3) The reactants are Br[CH2:2][CH2:3][O:4][CH2:5][CH2:6][N:7]1[C:15](=[O:16])[C:14]2[N:13]([CH2:17][C:18]3[CH:23]=[CH:22][C:21]([Cl:24])=[CH:20][CH:19]=3)[C:12]([O:25][C:26]3[CH:31]=[CH:30][CH:29]=[C:28]([O:32][C:33]([F:36])([F:35])[F:34])[CH:27]=3)=[N:11][C:10]=2[N:9]([CH3:37])[C:8]1=[O:38].[NH3:39]. The catalyst is CO. The product is [NH2:39][CH2:2][CH2:3][O:4][CH2:5][CH2:6][N:7]1[C:15](=[O:16])[C:14]2[N:13]([CH2:17][C:18]3[CH:23]=[CH:22][C:21]([Cl:24])=[CH:20][CH:19]=3)[C:12]([O:25][C:26]3[CH:31]=[CH:30][CH:29]=[C:28]([O:32][C:33]([F:36])([F:35])[F:34])[CH:27]=3)=[N:11][C:10]=2[N:9]([CH3:37])[C:8]1=[O:38]. The yield is 0.390. (4) The reactants are [CH3:1][O:2][C:3]1[CH:12]=[CH:11][C:6]([C:7]([O:9][CH3:10])=[O:8])=[CH:5][C:4]=1[NH:13][S:14]([CH3:17])(=[O:16])=[O:15].[C:18](O[C:18]([O:20][C:21]([CH3:24])([CH3:23])[CH3:22])=[O:19])([O:20][C:21]([CH3:24])([CH3:23])[CH3:22])=[O:19]. The catalyst is CN(C1C=CN=CC=1)C.C(Cl)Cl. The product is [C:21]([O:20][C:18]([N:13]([C:4]1[CH:5]=[C:6]([CH:11]=[CH:12][C:3]=1[O:2][CH3:1])[C:7]([O:9][CH3:10])=[O:8])[S:14]([CH3:17])(=[O:16])=[O:15])=[O:19])([CH3:24])([CH3:23])[CH3:22]. The yield is 0.950. (5) The reactants are [C:1]([C:3]1[CH:4]=[C:5]2[C:10](=[CH:11][C:12]=1[O:13][CH2:14][CH:15]1[CH2:20][CH2:19][N:18](OC(OC(C)(C)C)=O)[CH2:17][CH2:16]1)[N:9]=[CH:8][CH:7]=[C:6]2[O:29][C:30]1[CH:31]=[C:32]2[C:36](=[CH:37][CH:38]=1)[NH:35][CH:34]=[CH:33]2)#[N:2].Cl. The catalyst is C(O)C.O1CCCC1. The product is [C:1]([C:3]1[CH:4]=[C:5]2[C:10](=[CH:11][C:12]=1[O:13][CH2:14][CH:15]1[CH2:20][CH2:19][NH:18][CH2:17][CH2:16]1)[N:9]=[CH:8][CH:7]=[C:6]2[O:29][C:30]1[CH:31]=[C:32]2[C:36](=[CH:37][CH:38]=1)[NH:35][CH:34]=[CH:33]2)#[N:2]. The yield is 0.0751. (6) The reactants are [C:1]([NH2:5])([CH3:4])([CH3:3])[CH3:2].[Cl:6][CH2:7][CH2:8][CH2:9][S:10](Cl)(=[O:12])=[O:11]. The catalyst is C1COCC1. The product is [C:1]([NH:5][S:10]([CH2:9][CH2:8][CH2:7][Cl:6])(=[O:12])=[O:11])([CH3:4])([CH3:3])[CH3:2]. The yield is 0.990. (7) The reactants are [NH2:1][C:2]1[CH:11]=[CH:10][CH:9]=[C:8]2[C:3]=1[CH:4]=[C:5]([C:12]([O:14][CH3:15])=[O:13])[N:6]=[CH:7]2.C1(C)C=CC=CC=1.[Cl:23][C:24]1[CH:29]=[C:28]([Cl:30])[CH:27]=[CH:26][C:25]=1[CH2:31][N:32]=[C:33]=[O:34]. The catalyst is C1COCC1. The product is [Cl:23][C:24]1[CH:29]=[C:28]([Cl:30])[CH:27]=[CH:26][C:25]=1[CH2:31][NH:32][C:33]([NH:1][C:2]1[CH:11]=[CH:10][CH:9]=[C:8]2[C:3]=1[CH:4]=[C:5]([C:12]([O:14][CH3:15])=[O:13])[N:6]=[CH:7]2)=[O:34]. The yield is 0.730.